From a dataset of Catalyst prediction with 721,799 reactions and 888 catalyst types from USPTO. Predict which catalyst facilitates the given reaction. (1) Reactant: I[C:2]1[C:10]2[C:5](=[CH:6][C:7]([C:11]([NH:13][CH3:14])=[O:12])=[CH:8][CH:9]=2)[NH:4][N:3]=1.[C:15]([O:19][C:20]([N:22]1[C:30]2[C:25](=[CH:26][C:27]([CH2:31][O:32][Si:33]([C:36]([CH3:39])([CH3:38])[CH3:37])([CH3:35])[CH3:34])=[CH:28][CH:29]=2)[CH:24]=[C:23]1B(O)O)=[O:21])([CH3:18])([CH3:17])[CH3:16].[Cl-].[Li+].C(=O)([O-])[O-].[Na+].[Na+]. Product: [Si:33]([O:32][CH2:31][C:27]1[CH:26]=[C:25]2[C:30](=[CH:29][CH:28]=1)[N:22]([C:20]([O:19][C:15]([CH3:18])([CH3:17])[CH3:16])=[O:21])[C:23]([CH:2]1[C:10]3[C:5](=[CH:6][C:7]([C:11]([NH:13][CH3:14])=[O:12])=[CH:8][CH:9]=3)[NH:4][NH:3]1)=[CH:24]2)([C:36]([CH3:39])([CH3:38])[CH3:37])([CH3:35])[CH3:34]. The catalyst class is: 77. (2) Reactant: N#N.[Br:3][C:4]1[CH:9]=[CH:8][C:7]([CH2:10][C@@H:11]([NH:22]C(=O)OC(C)(C)C)[C:12]2[NH:16][C:15]3[CH:17]=[C:18]([F:21])[CH:19]=[CH:20][C:14]=3[N:13]=2)=[CH:6][CH:5]=1.[ClH:30]. Product: [ClH:30].[ClH:30].[Br:3][C:4]1[CH:9]=[CH:8][C:7]([CH2:10][C@H:11]([C:12]2[NH:16][C:15]3[CH:17]=[C:18]([F:21])[CH:19]=[CH:20][C:14]=3[N:13]=2)[NH2:22])=[CH:6][CH:5]=1. The catalyst class is: 135. (3) Reactant: [C:1]([C:3]1[CH:4]=[CH:5][C:6]2[NH:12][C:11](=[O:13])[C@@H:10]([NH:14][C:15](=[O:27])[C@@H:16]([N:18]([CH3:26])[C:19](=[O:25])[O:20][C:21]([CH3:24])([CH3:23])[CH3:22])[CH3:17])[C@H:9]([CH3:28])[N:8]([C:29](=[O:35])[CH2:30][S:31]([CH3:34])(=[O:33])=[O:32])[C:7]=2[CH:36]=1)#[N:2].[Br:37][C:38]1[CH:47]=[CH:46][CH:45]=[C:44]2[C:39]=1[CH:40]=[CH:41][C:42]([O:50][CH3:51])=[C:43]2[CH2:48]Cl.C(=O)([O-])[O-].[Cs+].[Cs+].[I-].[Na+]. Product: [Br:37][C:38]1[CH:47]=[CH:46][CH:45]=[C:44]2[C:39]=1[CH:40]=[CH:41][C:42]([O:50][CH3:51])=[C:43]2[CH2:48][N:12]1[C:11](=[O:13])[C@@H:10]([NH:14][C:15](=[O:27])[C@@H:16]([N:18]([CH3:26])[C:19](=[O:25])[O:20][C:21]([CH3:24])([CH3:22])[CH3:23])[CH3:17])[C@H:9]([CH3:28])[N:8]([C:29](=[O:35])[CH2:30][S:31]([CH3:34])(=[O:32])=[O:33])[C:7]2[CH:36]=[C:3]([C:1]#[N:2])[CH:4]=[CH:5][C:6]1=2. The catalyst class is: 31. (4) Reactant: [Cl:1][C:2]1[C:10]([C:11]2[CH2:15][CH2:14][O:13][N:12]=2)=[C:9]([S:16]([CH3:19])(=[O:18])=[O:17])[CH:8]=[CH:7][C:3]=1[C:4](Cl)=[O:5].C(N(CC)CC)C.[OH:27][C:28]1[N:32]([CH3:33])[N:31]=[CH:30][CH:29]=1. Product: [Cl:1][C:2]1[C:10]([C:11]2[CH2:15][CH2:14][O:13][N:12]=2)=[C:9]([S:16]([CH3:19])(=[O:18])=[O:17])[CH:8]=[CH:7][C:3]=1[C:4]([C:29]1[CH:30]=[N:31][N:32]([CH3:33])[C:28]=1[OH:27])=[O:5]. The catalyst class is: 12.